From a dataset of Forward reaction prediction with 1.9M reactions from USPTO patents (1976-2016). Predict the product of the given reaction. (1) Given the reactants Br[CH2:2][C:3]1[CH:8]=[CH:7][CH:6]=[CH:5][C:4]=1[F:9].[N:10]1([C:16]([O:18][C:19]([CH3:22])([CH3:21])[CH3:20])=[O:17])[CH2:15][CH2:14][NH:13][CH2:12][CH2:11]1, predict the reaction product. The product is: [F:9][C:4]1[CH:5]=[CH:6][CH:7]=[CH:8][C:3]=1[CH2:2][N:13]1[CH2:12][CH2:11][N:10]([C:16]([O:18][C:19]([CH3:22])([CH3:21])[CH3:20])=[O:17])[CH2:15][CH2:14]1. (2) Given the reactants [NH2:1][C:2]1[C:7]([C:8]#[N:9])=[C:6]([O:10][CH2:11][CH3:12])[N:5]=[C:4]([C:13]([NH:15][CH2:16][CH:17]2[CH2:22][CH2:21][N:20](C(OC(C)(C)C)=O)[CH2:19][CH2:18]2)=[O:14])[CH:3]=1.FC(F)(F)C(O)=O.C(=O)(O)[O-].[Na+].[Cl-].[Na+], predict the reaction product. The product is: [NH2:1][C:2]1[C:7]([C:8]#[N:9])=[C:6]([O:10][CH2:11][CH3:12])[N:5]=[C:4]([C:13]([NH:15][CH2:16][CH:17]2[CH2:22][CH2:21][NH:20][CH2:19][CH2:18]2)=[O:14])[CH:3]=1. (3) Given the reactants [Cl:1][C:2]1[CH:10]=[C:9]([C:11]([NH:13][CH:14]([C:16]2[NH:20][C:19]3[CH:21]=[CH:22][C:23]([Cl:25])=[CH:24][C:18]=3[N:17]=2)[CH3:15])=[O:12])[CH:8]=[CH:7][C:3]=1[C:4]([OH:6])=O.[N:26]1[CH:31]=[CH:30][CH:29]=[C:28]([CH:32]2[CH2:37][CH2:36][CH2:35][CH2:34][NH:33]2)[CH:27]=1.C(N(C(C)C)CC)(C)C.ClCl, predict the reaction product. The product is: [Cl:1][C:2]1[CH:10]=[C:9]([CH:8]=[CH:7][C:3]=1[C:4]([N:33]1[CH2:34][CH2:35][CH2:36][CH2:37][CH:32]1[C:28]1[CH:27]=[N:26][CH:31]=[CH:30][CH:29]=1)=[O:6])[C:11]([NH:13][CH:14]([C:16]1[NH:20][C:19]2[CH:21]=[CH:22][C:23]([Cl:25])=[CH:24][C:18]=2[N:17]=1)[CH3:15])=[O:12]. (4) Given the reactants [O:1]=[CH:2][C@@H:3]([C@H:5]([C@@H:7]([C@@H:9]([CH2:11][OH:12])[OH:10])[OH:8])[OH:6])[OH:4].[CH2:13]([CH2:15][NH2:16])[OH:14], predict the reaction product. The product is: [CH2:13]([CH2:15][NH2:16])[OH:14].[O:1]=[CH:2][C@@H:3]([C@H:5]([C@@H:7]([C@@H:9]([CH2:11][OH:12])[OH:10])[OH:8])[OH:6])[OH:4]. (5) Given the reactants [C:1]([C:3]1[CH:8]=[CH:7][C:6]([C@@H:9]2[C:14]([C:15]([NH2:17])=O)=[C:13]([CH3:18])[N:12]([C:19]3[CH:24]=[CH:23][CH:22]=[C:21]([C:25]([F:28])([F:27])[F:26])[CH:20]=3)[C:11](=[O:29])[NH:10]2)=[C:5]([N+:30]([O-:32])=[O:31])[CH:4]=1)#[N:2].[OH-].COC(NS([N+](CC)(CC)CC)(=O)=O)=O.C(OCC)(=O)C, predict the reaction product. The product is: [C:1]([C:3]1[CH:8]=[CH:7][C:6]([C@@H:9]2[C:14]([C:15]#[N:17])=[C:13]([CH3:18])[N:12]([C:19]3[CH:24]=[CH:23][CH:22]=[C:21]([C:25]([F:27])([F:28])[F:26])[CH:20]=3)[C:11](=[O:29])[NH:10]2)=[C:5]([N+:30]([O-:32])=[O:31])[CH:4]=1)#[N:2]. (6) The product is: [CH3:1][O:2][C:3](=[O:12])[C:4]1[CH:9]=[CH:8][CH:7]=[C:6]([NH:10][CH2:11][C:13](=[O:16])[CH:18]=[CH2:19])[CH:5]=1. Given the reactants [CH3:1][O:2][C:3](=[O:12])[C:4]1[CH:9]=[CH:8][CH:7]=[C:6]([NH:10][CH3:11])[CH:5]=1.[C:13](=[O:16])(O)[O-].[Na+].[CH2:18](Cl)[CH:19]=C, predict the reaction product. (7) Given the reactants [Br:1][C:2]1[CH:7]=[C:6]2[NH:8][C:9](=[O:41])[C:10]3([CH:15]([C:16]4[CH:21]=[C:20]([Cl:22])[CH:19]=[CH:18][C:17]=4[O:23][C:24]([C:29]([OH:31])=O)([CH2:27][CH3:28])[CH2:25][CH3:26])[CH2:14][C:13](=[O:32])[NH:12][CH:11]3[C:33]3[CH:38]=[C:37](F)[CH:36]=[CH:35][C:34]=3[CH3:40])[C:5]2=[CH:4][CH:3]=1.C1N=CN(C(N2C=NC=C2)=O)C=1.[CH3:54][S:55]([NH2:58])(=[O:57])=[O:56].[H-].[Na+].[ClH:61], predict the reaction product. The product is: [Br:1][C:2]1[CH:7]=[C:6]2[NH:8][C:9](=[O:41])[C:10]3([CH:15]([C:16]4[CH:21]=[C:20]([Cl:22])[CH:19]=[CH:18][C:17]=4[O:23][C:24]([CH2:25][CH3:26])([C:29]([NH:58][S:55]([CH3:54])(=[O:57])=[O:56])=[O:31])[CH2:27][CH3:28])[CH2:14][C:13](=[O:32])[NH:12][CH:11]3[C:33]3[CH:38]=[C:37]([Cl:61])[CH:36]=[CH:35][C:34]=3[CH3:40])[C:5]2=[CH:4][CH:3]=1.